This data is from Forward reaction prediction with 1.9M reactions from USPTO patents (1976-2016). The task is: Predict the product of the given reaction. (1) Given the reactants [CH3:1][O:2][C:3]1[CH:8]=[C:7]([O:9][CH3:10])[CH:6]=[CH:5][C:4]=1/[C:11](=[CH:15]\[N:16](C)C)/[C:12](=[O:14])[CH3:13].NO.Cl, predict the reaction product. The product is: [CH3:1][O:2][C:3]1[CH:8]=[C:7]([O:9][CH3:10])[CH:6]=[CH:5][C:4]=1[C:11]1[CH:15]=[N:16][O:14][C:12]=1[CH3:13]. (2) Given the reactants [CH3:1][CH:2]([CH3:25])[CH:3]([NH:8][C:9]([C:11]1[O:12][C:13]([C:16]2[CH:21]=[CH:20][C:19]([N+:22]([O-])=O)=[CH:18][CH:17]=2)=[CH:14][N:15]=1)=[O:10])[C:4]([O:6][CH3:7])=[O:5].[Cl-].[NH4+], predict the reaction product. The product is: [NH2:22][C:19]1[CH:20]=[CH:21][C:16]([C:13]2[O:12][C:11]([C:9]([NH:8][CH:3]([CH:2]([CH3:25])[CH3:1])[C:4]([O:6][CH3:7])=[O:5])=[O:10])=[N:15][CH:14]=2)=[CH:17][CH:18]=1. (3) The product is: [NH2:23][C:22]1[N:18]([CH2:17][CH2:16][O:15][C:12]2[CH:13]=[CH:14][C:9]([NH:8][C:6](=[O:7])[C:5]3[CH:43]=[CH:44][C:2]([CH3:1])=[CH:3][C:4]=3[N:45]3[CH2:46][CH2:47][CH:48]([CH3:51])[CH2:49][CH2:50]3)=[CH:10][CH:11]=2)[N:19]=[CH:20][CH:21]=1. Given the reactants [CH3:1][C:2]1[CH:44]=[CH:43][C:5]([C:6]([NH:8][C:9]2[CH:14]=[CH:13][C:12]([O:15][CH2:16][CH2:17][N:18]3[C:22]([NH:23]C(C4C=CC=CC=4)(C4C=CC=CC=4)C4C=CC=CC=4)=[CH:21][CH:20]=[N:19]3)=[CH:11][CH:10]=2)=[O:7])=[C:4]([N:45]2[CH2:50][CH2:49][CH:48]([CH3:51])[CH2:47][CH2:46]2)[CH:3]=1.Cl, predict the reaction product. (4) The product is: [ClH:26].[C:21](=[O:25])([O:12][CH2:11][CH:10]([O:13][C:27](=[O:29])[O:30][CH2:31][CH3:32])[CH2:9][NH:7][CH3:8])[O:22][CH2:23][CH3:24]. Given the reactants C(OC(=O)[N:7]([CH2:9][CH:10]([OH:13])[CH2:11][OH:12])[CH3:8])(C)(C)C.N1C=CC=CC=1.[C:21]([Cl:26])(=[O:25])[O:22][CH2:23][CH3:24].[C:27]([O:30][CH2:31][CH3:32])(=[O:29])C, predict the reaction product. (5) Given the reactants [F:1][C:2]1[CH:3]=[N:4][C:5]([O:17][C:18]2[CH:23]=[CH:22][CH:21]=[C:20]([S:24][CH3:25])[CH:19]=2)=[C:6]([CH:16]=1)[C:7]([NH:9][CH:10]1[CH2:15][CH2:14][NH:13][CH2:12][CH2:11]1)=[O:8].ON1C2C=CC=CC=2N=N1.CN1CCOCC1.[OH:43][CH2:44][C:45](O)=[O:46].Cl.CN(C)CCCN=C=NCC, predict the reaction product. The product is: [NH3:4].[F:1][C:2]1[CH:3]=[N:4][C:5]([O:17][C:18]2[CH:23]=[CH:22][CH:21]=[C:20]([S:24][CH3:25])[CH:19]=2)=[C:6]([CH:16]=1)[C:7]([NH:9][CH:10]1[CH2:11][CH2:12][N:13]([C:44](=[O:43])[CH2:45][OH:46])[CH2:14][CH2:15]1)=[O:8]. (6) Given the reactants [F:1][C:2]1[C:7]([O:8][CH3:9])=[CH:6][CH:5]=[C:4]([F:10])[C:3]=1[CH:11]([C:13]1[N:17](COCC[Si](C)(C)C)[C:16]2[CH:26]=[CH:27][CH:28]=[CH:29][C:15]=2[N:14]=1)[OH:12].[F-].C([N+](CCCC)(CCCC)CCCC)CCC, predict the reaction product. The product is: [NH:14]1[C:15]2[CH:29]=[CH:28][CH:27]=[CH:26][C:16]=2[N:17]=[C:13]1[CH:11]([C:3]1[C:4]([F:10])=[CH:5][CH:6]=[C:7]([O:8][CH3:9])[C:2]=1[F:1])[OH:12]. (7) Given the reactants [Cl:1][C:2]1[NH:7][C:6]2=[N:8][CH:9]=[CH:10][C:5]2=[C:4](Cl)[N:3]=1.C([Sn](CCCC)(CCCC)[C:17]1[O:18][CH:19]=[CH:20][CH:21]=1)CCC, predict the reaction product. The product is: [Cl:1][C:2]1[NH:7][C:6]2=[N:8][CH:9]=[CH:10][C:5]2=[C:4]([C:17]2[O:18][CH:19]=[CH:20][CH:21]=2)[N:3]=1. (8) Given the reactants [C:1]1([CH2:7][CH2:8][CH2:9][CH2:10][CH2:11][CH2:12][CH2:13][CH2:14][C:15]2[CH:21]=[CH:20][C:18]([NH2:19])=[CH:17][CH:16]=2)[CH:6]=[CH:5][CH:4]=[CH:3][CH:2]=1.[C:22]([C:24]1([C:27](O)=[O:28])[CH2:26][CH2:25]1)#[N:23], predict the reaction product. The product is: [C:22]([C:24]1([C:27]([NH:19][C:18]2[CH:17]=[CH:16][C:15]([CH2:14][CH2:13][CH2:12][CH2:11][CH2:10][CH2:9][CH2:8][CH2:7][C:1]3[CH:2]=[CH:3][CH:4]=[CH:5][CH:6]=3)=[CH:21][CH:20]=2)=[O:28])[CH2:26][CH2:25]1)#[N:23].